From a dataset of NCI-60 drug combinations with 297,098 pairs across 59 cell lines. Regression. Given two drug SMILES strings and cell line genomic features, predict the synergy score measuring deviation from expected non-interaction effect. (1) Drug 1: C1=NC2=C(N1)C(=S)N=C(N2)N. Drug 2: CC1=C(C(=CC=C1)Cl)NC(=O)C2=CN=C(S2)NC3=CC(=NC(=N3)C)N4CCN(CC4)CCO. Cell line: SNB-19. Synergy scores: CSS=12.6, Synergy_ZIP=-2.15, Synergy_Bliss=-0.117, Synergy_Loewe=-0.801, Synergy_HSA=0.484. (2) Drug 1: C1=CC(=CC=C1C#N)C(C2=CC=C(C=C2)C#N)N3C=NC=N3. Drug 2: CC1CCC2CC(C(=CC=CC=CC(CC(C(=O)C(C(C(=CC(C(=O)CC(OC(=O)C3CCCCN3C(=O)C(=O)C1(O2)O)C(C)CC4CCC(C(C4)OC)O)C)C)O)OC)C)C)C)OC. Cell line: UACC62. Synergy scores: CSS=5.26, Synergy_ZIP=-3.49, Synergy_Bliss=-2.44, Synergy_Loewe=-8.85, Synergy_HSA=-1.61. (3) Drug 1: C1=CC(=C2C(=C1NCCNCCO)C(=O)C3=C(C=CC(=C3C2=O)O)O)NCCNCCO. Drug 2: B(C(CC(C)C)NC(=O)C(CC1=CC=CC=C1)NC(=O)C2=NC=CN=C2)(O)O. Cell line: SF-295. Synergy scores: CSS=62.7, Synergy_ZIP=-0.920, Synergy_Bliss=0.0295, Synergy_Loewe=3.43, Synergy_HSA=3.86. (4) Drug 1: C1C(C(OC1N2C=C(C(=O)NC2=O)F)CO)O. Drug 2: CC1=C2C(C(=O)C3(C(CC4C(C3C(C(C2(C)C)(CC1OC(=O)C(C(C5=CC=CC=C5)NC(=O)C6=CC=CC=C6)O)O)OC(=O)C7=CC=CC=C7)(CO4)OC(=O)C)O)C)OC(=O)C. Cell line: COLO 205. Synergy scores: CSS=35.2, Synergy_ZIP=-1.73, Synergy_Bliss=-2.30, Synergy_Loewe=-14.7, Synergy_HSA=-0.637. (5) Drug 1: CC(CN1CC(=O)NC(=O)C1)N2CC(=O)NC(=O)C2. Drug 2: CC1C(C(=O)NC(C(=O)N2CCCC2C(=O)N(CC(=O)N(C(C(=O)O1)C(C)C)C)C)C(C)C)NC(=O)C3=C4C(=C(C=C3)C)OC5=C(C(=O)C(=C(C5=N4)C(=O)NC6C(OC(=O)C(N(C(=O)CN(C(=O)C7CCCN7C(=O)C(NC6=O)C(C)C)C)C)C(C)C)C)N)C. Cell line: OVCAR-5. Synergy scores: CSS=17.5, Synergy_ZIP=1.18, Synergy_Bliss=7.52, Synergy_Loewe=7.08, Synergy_HSA=6.92.